This data is from Catalyst prediction with 721,799 reactions and 888 catalyst types from USPTO. The task is: Predict which catalyst facilitates the given reaction. (1) Reactant: [OH:1][CH:2]1[CH2:6][CH2:5][N:4]([C:7]([O:9][C:10]([CH3:13])([CH3:12])[CH3:11])=[O:8])[CH2:3]1.C(N(CC)CC)C.[S:21](Cl)([CH3:24])(=[O:23])=[O:22]. Product: [CH3:24][S:21]([O:1][CH:2]1[CH2:6][CH2:5][N:4]([C:7]([O:9][C:10]([CH3:13])([CH3:12])[CH3:11])=[O:8])[CH2:3]1)(=[O:23])=[O:22]. The catalyst class is: 2. (2) Reactant: [F:1][C:2]([F:17])([F:16])[C:3]1[N:4]=[C:5]2[C:10]([C:11]([O:13]C)=[O:12])=[CH:9][CH:8]=[CH:7][N:6]2[CH:15]=1.[OH-].[Na+].Cl. Product: [F:17][C:2]([F:1])([F:16])[C:3]1[N:4]=[C:5]2[C:10]([C:11]([OH:13])=[O:12])=[CH:9][CH:8]=[CH:7][N:6]2[CH:15]=1. The catalyst class is: 315. (3) Reactant: [F:1][C:2]1[C:3]([NH:15][CH:16]2[CH2:21][CH2:20][CH2:19][N:18]([C:22](=[O:26])[CH2:23][C:24]#[N:25])[CH2:17]2)=[N:4][C:5]([NH:8][C:9]2[CH:14]=[CH:13][CH:12]=[CH:11][CH:10]=2)=[N:6][CH:7]=1.[CH:27]1([CH:30]=O)[CH2:29][CH2:28]1.C(O)(=O)C.N1CCCCC1. Product: [CH:27]1([CH:30]=[C:23]([C:22]([N:18]2[CH2:19][CH2:20][CH2:21][CH:16]([NH:15][C:3]3[C:2]([F:1])=[CH:7][N:6]=[C:5]([NH:8][C:9]4[CH:10]=[CH:11][CH:12]=[CH:13][CH:14]=4)[N:4]=3)[CH2:17]2)=[O:26])[C:24]#[N:25])[CH2:29][CH2:28]1. The catalyst class is: 14. (4) Reactant: [OH:1][CH2:2][CH:3]1[CH2:9][CH2:8][S:7][C:6]2[CH:10]=[CH:11][CH:12]=[CH:13][C:5]=2[C:4]1=[O:14].C(N(CC)CC)C.[F:22][C:23]([F:34])([F:33])[C:24]1[CH:29]=[CH:28][CH:27]=[C:26]([N:30]=[C:31]=[O:32])[CH:25]=1. Product: [O:14]=[C:4]1[CH:3]([CH2:2][O:1][C:31](=[O:32])[NH:30][C:26]2[CH:27]=[CH:28][CH:29]=[C:24]([C:23]([F:22])([F:34])[F:33])[CH:25]=2)[CH2:9][CH2:8][S:7][C:6]2[CH:10]=[CH:11][CH:12]=[CH:13][C:5]1=2. The catalyst class is: 7. (5) Reactant: [Br:1][C:2]1[CH:3]=[C:4]([CH:8]=[CH:9][C:10](Cl)=[O:11])[CH:5]=[N:6][CH:7]=1.Cl.[CH3:14][NH:15][O:16][CH3:17].N1C=CC=CC=1. Product: [Br:1][C:2]1[CH:3]=[C:4]([CH:8]=[CH:9][C:10]([N:15]([O:16][CH3:17])[CH3:14])=[O:11])[CH:5]=[N:6][CH:7]=1. The catalyst class is: 4. (6) Reactant: [OH-].[Na+].[CH2:3]([O:7][C:8]1[CH:13]=[CH:12][C:11]([NH:14][C:15](=[O:38])[N:16]([C:19]2[CH:20]=[C:21]([C:25]3[CH:30]=[CH:29][C:28]([CH2:31][CH2:32][C:33]([O:35]CC)=[O:34])=[CH:27][CH:26]=3)[CH:22]=[CH:23][CH:24]=2)[CH2:17][CH3:18])=[CH:10][CH:9]=1)[CH2:4][CH2:5][CH3:6]. Product: [CH2:3]([O:7][C:8]1[CH:9]=[CH:10][C:11]([NH:14][C:15](=[O:38])[N:16]([C:19]2[CH:20]=[C:21]([C:25]3[CH:26]=[CH:27][C:28]([CH2:31][CH2:32][C:33]([OH:35])=[O:34])=[CH:29][CH:30]=3)[CH:22]=[CH:23][CH:24]=2)[CH2:17][CH3:18])=[CH:12][CH:13]=1)[CH2:4][CH2:5][CH3:6]. The catalyst class is: 83. (7) Reactant: I[C:2]1[CH:11]=[CH:10][CH:9]=[C:8]2[C:3]=1[CH2:4][CH2:5][N:6]1[C:16](=[O:17])[CH2:15][NH:14][C:13](=[O:18])[CH:12]=[C:7]12.C([Sn](CCCC)(CCCC)[C:24]([O:26][CH2:27][CH3:28])=[CH2:25])CCC. Product: [CH2:27]([O:26][C:24]([C:2]1[CH:11]=[CH:10][CH:9]=[C:8]2[C:3]=1[CH2:4][CH2:5][N:6]1[C:16](=[O:17])[CH2:15][NH:14][C:13](=[O:18])[CH:12]=[C:7]12)=[CH2:25])[CH3:28]. The catalyst class is: 77. (8) Reactant: [I:1][C:2]1[C:10]2[O:9][C:8](=[O:11])[NH:7][C:6]=2[CH:5]=[C:4]([N+:12]([O-:14])=[O:13])[CH:3]=1.C(=O)([O-])[O-].[K+].[K+].Br[CH2:22][C:23]([O:25][CH3:26])=[O:24].Cl. Product: [I:1][C:2]1[C:10]2[O:9][C:8](=[O:11])[N:7]([CH2:22][C:23]([O:25][CH3:26])=[O:24])[C:6]=2[CH:5]=[C:4]([N+:12]([O-:14])=[O:13])[CH:3]=1. The catalyst class is: 9. (9) Reactant: [Cl:1][C:2]1[N:7]=[C:6]([NH:8][C:9]2[CH:13]=[C:12]([CH:14]3[CH2:16][CH2:15]3)[NH:11][N:10]=2)[C:5]([CH2:17][OH:18])=[CH:4][N:3]=1.N1C=CN=C1.[CH3:24][C:25]([Si:28](Cl)([CH3:30])[CH3:29])([CH3:27])[CH3:26].O. Product: [Si:28]([O:18][CH2:17][C:5]1[C:6]([NH:8][C:9]2[CH:13]=[C:12]([CH:14]3[CH2:15][CH2:16]3)[NH:11][N:10]=2)=[N:7][C:2]([Cl:1])=[N:3][CH:4]=1)([C:25]([CH3:27])([CH3:26])[CH3:24])([CH3:30])[CH3:29]. The catalyst class is: 2.